This data is from Forward reaction prediction with 1.9M reactions from USPTO patents (1976-2016). The task is: Predict the product of the given reaction. (1) Given the reactants S(Cl)(Cl)=O.[NH2:5][C:6]1[C:7]([C:16]([NH:18][C:19]2[CH:24]=[CH:23][C:22]([Cl:25])=[CH:21][N:20]=2)=[O:17])=[CH:8][C:9]2[C:14]([CH:15]=1)=[CH:13][CH:12]=[CH:11][CH:10]=2.[O:26]=[C:27]1[CH2:31][CH2:30][CH2:29][N:28]1[C@H:32]1[CH2:37][CH2:36][C@H:35]([C:38](O)=[O:39])[CH2:34][CH2:33]1.Cl.C(N=C=NCCCN(C)C)C.C(=O)([O-])O.[Na+], predict the reaction product. The product is: [Cl:25][C:22]1[CH:23]=[CH:24][C:19]([NH:18][C:16]([C:7]2[C:6]([NH:5][C:38]([C@H:35]3[CH2:36][CH2:37][C@H:32]([N:28]4[CH2:29][CH2:30][CH2:31][C:27]4=[O:26])[CH2:33][CH2:34]3)=[O:39])=[CH:15][C:14]3[C:9](=[CH:10][CH:11]=[CH:12][CH:13]=3)[CH:8]=2)=[O:17])=[N:20][CH:21]=1. (2) Given the reactants [I:1][C:2]1[CH:11]=[N:10][C:5]2[NH:6][CH2:7][CH2:8][NH:9][C:4]=2[CH:3]=1.[C:12]1([CH2:18][C:19](Cl)=[O:20])[CH:17]=[CH:16][CH:15]=[CH:14][CH:13]=1, predict the reaction product. The product is: [I:1][C:2]1[CH:11]=[N:10][C:5]2[NH:6][CH2:7][CH2:8][N:9]([C:19](=[O:20])[CH2:18][C:12]3[CH:17]=[CH:16][CH:15]=[CH:14][CH:13]=3)[C:4]=2[CH:3]=1. (3) Given the reactants [NH2:1][C:2]1[N:10]=[CH:9][N:8]=[C:7]2[C:3]=1[N:4]=[C:5]([N:11]1[C:19]3[CH2:18][CH2:17][CH2:16][C:15](=[O:20])[C:14]=3[C:13]([CH3:21])=[N:12]1)[NH:6]2.Br[CH2:23][CH2:24][CH:25]=[C:26]([CH3:28])[CH3:27].C(=O)([O-])[O-].[Cs+].[Cs+], predict the reaction product. The product is: [NH2:1][C:2]1[N:10]=[CH:9][N:8]=[C:7]2[C:3]=1[N:4]=[C:5]([N:11]1[C:19]3[CH2:18][CH2:17][CH2:16][C:15](=[O:20])[C:14]=3[C:13]([CH3:21])=[N:12]1)[N:6]2[CH2:23][CH2:24][CH:25]=[C:26]([CH3:28])[CH3:27]. (4) Given the reactants C([O:5][C:6](=[O:19])[C:7]([S:10][C:11]1[S:12][CH:13]=[C:14]([CH2:16][CH2:17][NH2:18])[N:15]=1)([CH3:9])[CH3:8])(C)(C)C.F[C:21]1[CH:22]=[C:23]([C:29]#[N:30])[C:24](=[CH:27][CH:28]=1)[C:25]#[N:26].F[C:32](F)(F)[C:33](O)=O, predict the reaction product. The product is: [C:29]([C:23]1[CH:22]=[C:21]([N:18]([CH2:27][CH2:28][CH2:21][CH2:22][CH2:23][CH2:32][CH3:33])[CH2:17][CH2:16][C:14]2[N:15]=[C:11]([S:10][C:7]([CH3:8])([CH3:9])[C:6]([OH:5])=[O:19])[S:12][CH:13]=2)[CH:28]=[CH:27][C:24]=1[C:25]#[N:26])#[N:30]. (5) Given the reactants [Cl:1][C:2]1[CH:3]=[C:4]([S:9]([NH:12][C:13]2[CH:21]=[CH:20][C:16]([C:17]([OH:19])=[O:18])=[C:15]([OH:22])[CH:14]=2)(=[O:11])=[O:10])[CH:5]=[C:6]([Cl:8])[CH:7]=1.[CH3:23][O:24][CH2:25][CH:26](O)[CH2:27][CH3:28], predict the reaction product. The product is: [Cl:8][C:6]1[CH:5]=[C:4]([S:9]([NH:12][C:13]2[CH:21]=[CH:20][C:16]([C:17]([O:19][CH:26]([CH2:25][O:24][CH3:23])[CH2:27][CH3:28])=[O:18])=[C:15]([OH:22])[CH:14]=2)(=[O:10])=[O:11])[CH:3]=[C:2]([Cl:1])[CH:7]=1. (6) Given the reactants [CH3:1][C:2]1[CH:3]=[C:4]([C:8]2[CH:17]=[CH:16][C:15]3[C:10](=[C:11]([C:18]([OH:20])=O)[CH:12]=[CH:13][CH:14]=3)[N:9]=2)[CH:5]=[N:6][CH:7]=1.CCN(C(C)C)C(C)C.CN(C(ON1N=NC2C=CC=NC1=2)=[N+](C)C)C.F[P-](F)(F)(F)(F)F.[O:54]1[CH2:59][CH2:58][N:57]([CH2:60][C:61]2[N:66]=[C:65]([NH2:67])[CH:64]=[CH:63][CH:62]=2)[CH2:56][CH2:55]1, predict the reaction product. The product is: [CH3:1][C:2]1[CH:3]=[C:4]([C:8]2[CH:17]=[CH:16][C:15]3[C:10](=[C:11]([C:18]([NH:67][C:65]4[CH:64]=[CH:63][CH:62]=[C:61]([CH2:60][N:57]5[CH2:56][CH2:55][O:54][CH2:59][CH2:58]5)[N:66]=4)=[O:20])[CH:12]=[CH:13][CH:14]=3)[N:9]=2)[CH:5]=[N:6][CH:7]=1. (7) Given the reactants CC1(C)C(C)(C)OB([C:9]2[CH:10]=[N:11][C:12]([N:15]3[C:23]4[C:18](=[CH:19][CH:20]=[C:21]([C:24]([O:26][CH3:27])=[O:25])[CH:22]=4)[C:17]4([CH2:29][CH2:28]4)[CH2:16]3)=[N:13][CH:14]=2)O1.C([O-])([O-])=O.[K+].[K+].Br[C:38]1[CH:43]=[CH:42][CH:41]=[CH:40][N:39]=1, predict the reaction product. The product is: [N:39]1[CH:40]=[CH:41][CH:42]=[CH:43][C:38]=1[C:9]1[CH:14]=[N:13][C:12]([N:15]2[C:23]3[C:18](=[CH:19][CH:20]=[C:21]([C:24]([O:26][CH3:27])=[O:25])[CH:22]=3)[C:17]3([CH2:29][CH2:28]3)[CH2:16]2)=[N:11][CH:10]=1.